Dataset: Forward reaction prediction with 1.9M reactions from USPTO patents (1976-2016). Task: Predict the product of the given reaction. (1) Given the reactants C([N:8]1[CH:12]=[C:11](/[CH:13]=[CH:14]/[C:15]([O:17][CH2:18][CH3:19])=[O:16])[C:10]([CH:20]([CH2:23][CH3:24])[CH2:21][CH3:22])=[N:9]1)C1C=CC=CC=1.C(O)=O, predict the reaction product. The product is: [CH2:21]([CH:20]([C:10]1[C:11]([CH2:13][CH2:14][C:15]([O:17][CH2:18][CH3:19])=[O:16])=[CH:12][NH:8][N:9]=1)[CH2:23][CH3:24])[CH3:22]. (2) Given the reactants [C:1]1([CH3:22])[C:2]([S:7]([N:10]([CH2:18][C:19](O)=[O:20])[C:11]2[CH:16]=[CH:15][C:14]([CH3:17])=[CH:13][CH:12]=2)(=[O:9])=[O:8])=[CH:3][CH:4]=[CH:5][CH:6]=1.[CH2:23]([NH:25][CH2:26][C:27]1[S:28][CH:29]=[CH:30][N:31]=1)[CH3:24], predict the reaction product. The product is: [CH2:23]([N:25]([CH2:26][C:27]1[S:28][CH:29]=[CH:30][N:31]=1)[C:19](=[O:20])[CH2:18][N:10]([S:7]([C:2]1[C:1]([CH3:22])=[CH:6][CH:5]=[CH:4][CH:3]=1)(=[O:8])=[O:9])[C:11]1[CH:12]=[CH:13][C:14]([CH3:17])=[CH:15][CH:16]=1)[CH3:24]. (3) The product is: [C:26]([CH2:25][NH:24][C:22](=[O:23])[C@H:17]([CH2:18][CH:19]([CH3:21])[CH3:20])[NH:16][C@@H:8]([C:5]1[CH:6]=[CH:7][C:2]([C:31]2[CH:32]=[CH:33][N:28]=[CH:29][CH:30]=2)=[CH:3][CH:4]=1)[C:9]([F:15])([F:14])[C:10]([F:13])([F:12])[F:11])#[N:27]. Given the reactants Br[C:2]1[CH:7]=[CH:6][C:5]([C@H:8]([NH:16][C@H:17]([C:22]([NH:24][CH2:25][C:26]#[N:27])=[O:23])[CH2:18][CH:19]([CH3:21])[CH3:20])[C:9]([F:15])([F:14])[C:10]([F:13])([F:12])[F:11])=[CH:4][CH:3]=1.[N:28]1[CH:33]=[CH:32][C:31](B(O)O)=[CH:30][CH:29]=1.C([O-])([O-])=O.[Na+].[Na+], predict the reaction product. (4) Given the reactants [F:1][C:2]1[CH:18]=[CH:17][C:5]2[S:6][C:7]([CH2:9][CH2:10][NH:11][C:12](=O)[O:13]CC)=[CH:8][C:4]=2[CH:3]=1.O=P12OP3(OP(OP(O3)(O1)=O)(=O)O2)=O, predict the reaction product. The product is: [F:1][C:2]1[CH:18]=[CH:17][C:5]2[S:6][C:7]3[CH2:9][CH2:10][NH:11][C:12](=[O:13])[C:8]=3[C:4]=2[CH:3]=1. (5) Given the reactants [Br:1][C:2]1[CH:7]=[N:6][C:5]([C:8]#[N:9])=[C:4]2[NH:10][CH:11]=[CH:12][C:3]=12.[OH-:13].[Na+].OO, predict the reaction product. The product is: [Br:1][C:2]1[CH:7]=[N:6][C:5]([C:8]([NH2:9])=[O:13])=[C:4]2[NH:10][CH:11]=[CH:12][C:3]=12.